Dataset: Reaction yield outcomes from USPTO patents with 853,638 reactions. Task: Predict the reaction yield, written as a fraction of the theoretical maximum amount of product (1.0 means a 100% yield; for example, 0.34 means a 34% yield). (1) The product is [C:13]([Si:10]([O:9][C:4]1[CH:5]=[C:6]([CH3:8])[CH:7]=[C:2]([F:1])[CH:3]=1)([CH3:12])[CH3:11])([CH3:16])([CH3:15])[CH3:14]. The reactants are [F:1][C:2]1[CH:3]=[C:4]([OH:9])[CH:5]=[C:6]([CH3:8])[CH:7]=1.[Si:10](Cl)([C:13]([CH3:16])([CH3:15])[CH3:14])([CH3:12])[CH3:11].N1C=CN=C1. The yield is 1.00. The catalyst is ClCCl. (2) The reactants are [CH3:1][S:2]([C:5]1[CH:10]=[CH:9][C:8]([NH:11][NH2:12])=[CH:7][CH:6]=1)(=[O:4])=[O:3].CO[CH:15](OC)[CH2:16][CH:17](OC)OC.Cl. The catalyst is C(O)C. The product is [CH3:1][S:2]([C:5]1[CH:6]=[CH:7][C:8]([N:11]2[CH:17]=[CH:16][CH:15]=[N:12]2)=[CH:9][CH:10]=1)(=[O:4])=[O:3]. The yield is 0.790. (3) The reactants are [Si]([O:8][CH2:9][CH2:10][CH2:11][N:12]1[CH:16]=[C:15]([C:17]2[C:25]3[C:24]([NH:26][C@H:27]([C:29]4[N:34]([C:35]5[CH:40]=[CH:39][CH:38]=[CH:37][CH:36]=5)[C:33](=[O:41])[C:32]5=[C:42]([CH3:45])[CH:43]=[CH:44][N:31]5[N:30]=4)[CH3:28])=[N:23][CH:22]=[N:21][C:20]=3[N:19](COCC[Si](C)(C)C)[CH:18]=2)[CH:14]=[N:13]1)(C(C)(C)C)(C)C.FC(F)(F)C(O)=O.N. No catalyst specified. The product is [OH:8][CH2:9][CH2:10][CH2:11][N:12]1[CH:16]=[C:15]([C:17]2[C:25]3[C:24]([NH:26][C@H:27]([C:29]4[N:34]([C:35]5[CH:36]=[CH:37][CH:38]=[CH:39][CH:40]=5)[C:33](=[O:41])[C:32]5=[C:42]([CH3:45])[CH:43]=[CH:44][N:31]5[N:30]=4)[CH3:28])=[N:23][CH:22]=[N:21][C:20]=3[NH:19][CH:18]=2)[CH:14]=[N:13]1. The yield is 0.680. (4) The reactants are [Cl:1][C:2]1[CH:3]=[C:4]([C:8]2[O:12][N:11]=[C:10]([C@@H:13]([N:15](C)[C:16]3[N:20]([CH3:21])[C:19]([C:22]4[CH:27]=[CH:26][N:25]=[CH:24][CH:23]=4)=[N:18][N:17]=3)[CH3:14])[N:9]=2)[CH:5]=[CH:6][CH:7]=1. The catalyst is P(O)(O)(O)=O.C(#N)C. The product is [Cl:1][C:2]1[CH:3]=[C:4]([C:8]2[O:12][N:11]=[C:10]([C@@H:13]([NH:15][C:16]3[N:20]([CH3:21])[C:19]([C:22]4[CH:23]=[CH:24][N:25]=[CH:26][CH:27]=4)=[N:18][N:17]=3)[CH3:14])[N:9]=2)[CH:5]=[CH:6][CH:7]=1. The yield is 0.160. (5) The reactants are Br[C:2]1[N:7]=[C:6]([O:8][CH3:9])[C:5]([NH2:10])=[CH:4][CH:3]=1.[CH3:11][N:12]1[CH:16]=[CH:15][N:14]=[C:13]1[CH3:17].C(O)(=O)C(C)(C)C.F[B-](F)(F)F.C1(P(C2CCCCC2)C2CCCCC2)CCCCC1.C(=O)([O-])[O-].[K+].[K+]. The catalyst is CC(N(C)C)=O.CCOC(C)=O.C([O-])(=O)C.[Pd+2].C([O-])(=O)C. The product is [CH3:11][N:12]1[C:16]([C:2]2[N:7]=[C:6]([O:8][CH3:9])[C:5]([NH2:10])=[CH:4][CH:3]=2)=[CH:15][N:14]=[C:13]1[CH3:17]. The yield is 0.350.